Dataset: Full USPTO retrosynthesis dataset with 1.9M reactions from patents (1976-2016). Task: Predict the reactants needed to synthesize the given product. (1) Given the product [Br:1][C:2]1[CH:3]=[CH:4][C:5]([C:8]2[CH2:12][C@@H:11]([CH2:13][N:15]3[CH:19]=[CH:18][N:17]=[CH:16]3)[O:10][N:9]=2)=[N:6][CH:7]=1, predict the reactants needed to synthesize it. The reactants are: [Br:1][C:2]1[CH:3]=[CH:4][C:5]([C:8]2[CH2:12][C@@H:11]([CH2:13]Cl)[O:10][N:9]=2)=[N:6][CH:7]=1.[NH:15]1[CH:19]=[CH:18][N:17]=[CH:16]1.C(=O)([O-])[O-].[K+].[K+].CN(C=O)C. (2) The reactants are: [C:1]([C:9]1[CH:17]=[C:16]([Br:18])[CH:15]=[CH:14][C:10]=1[C:11]([OH:13])=O)(=O)[C:2]1[CH:7]=[CH:6][CH:5]=[CH:4][CH:3]=1.C(=O)([O-])[O-].[K+].[K+].Br[CH:26](C(OCC)=O)[C:27]([O:29]CC)=[O:28].CC(C)=O. Given the product [Br:18][C:16]1[CH:17]=[C:9]2[C:10](=[CH:14][CH:15]=1)[CH2:11][O:13][C:26]([C:27]([OH:29])=[O:28])=[C:1]2[C:2]1[CH:3]=[CH:4][CH:5]=[CH:6][CH:7]=1, predict the reactants needed to synthesize it. (3) Given the product [N:5]1[CH:6]=[CH:7][CH:8]=[CH:9][C:4]=1[C:2]1[S:3][CH:11]=[C:12]([C:13]([OH:15])=[O:14])[N:1]=1, predict the reactants needed to synthesize it. The reactants are: [NH2:1][C:2]([C:4]1[CH:9]=[CH:8][CH:7]=[CH:6][N:5]=1)=[S:3].Br[CH2:11][C:12](=O)[C:13]([O:15]CC)=[O:14].CCO.O[Li].O. (4) Given the product [NH:12]1[CH2:17][CH2:16][CH:15]([C:18]2[C:22]3=[C:23]4[CH:29]=[CH:28][NH:27][C:24]4=[N:25][CH:26]=[C:21]3[NH:20][N:19]=2)[CH2:14][CH2:13]1, predict the reactants needed to synthesize it. The reactants are: C([O-])=O.[NH4+].C([N:12]1[CH2:17][CH2:16][CH:15]([C:18]2[C:22]3=[C:23]4[CH:29]=[CH:28][NH:27][C:24]4=[N:25][CH:26]=[C:21]3[NH:20][N:19]=2)[CH2:14][CH2:13]1)C1C=CC=CC=1.